Predict which catalyst facilitates the given reaction. From a dataset of Catalyst prediction with 721,799 reactions and 888 catalyst types from USPTO. (1) Reactant: [Br:1][C:2]1[CH:3]=[C:4]([CH2:10][CH:11]([NH2:14])[CH2:12][CH3:13])[CH:5]=[CH:6][C:7]=1[O:8][CH3:9].[CH:15](O)=[O:16]. Product: [Br:1][C:2]1[CH:3]=[C:4]([CH2:10][CH:11]([NH:14][CH:15]=[O:16])[CH2:12][CH3:13])[CH:5]=[CH:6][C:7]=1[O:8][CH3:9]. The catalyst class is: 12. (2) Reactant: [CH:1]([C:4]1[CH:9]=[CH:8][CH:7]=[CH:6][N:5]=1)([CH3:3])[CH3:2].C1C=C(Cl)C=C(C(OO)=[O:18])C=1. Product: [CH:1]([C:4]1[CH:9]=[CH:8][CH:7]=[CH:6][N+:5]=1[O-:18])([CH3:3])[CH3:2]. The catalyst class is: 2.